This data is from Experimentally validated miRNA-target interactions with 360,000+ pairs, plus equal number of negative samples. The task is: Binary Classification. Given a miRNA mature sequence and a target amino acid sequence, predict their likelihood of interaction. (1) The miRNA is hsa-miR-6741-3p with sequence UCGGCUCUCUCCCUCACCCUAG. The protein sequence of the target gene is MAQKKYLQAKLTQFLREDRIQLWKPPYTDENKKVGLALKDLAKQYSDRLECCENEVEKVIEEIRCKAIERGTGNDNYRTTGIATIEVFLPPRLKKDRKNLLETRLHITGRELRSKIAETFGLQENYIKIVINKKQLQLGKTLEEQGVAHNVKAMVLELKQSEEDARKNFQLEEEEQNEAKLKEKQIQRTKRGLEILAKRAAETVVDPEMTPYLDIANQTGRSIRIPPSERKALMLAMGYHEKGRAFLKRKEYGIALPCLLDADKYFCECCRELLDTVDNYAVLQLDIVWCYFRLEQLECL.... Result: 0 (no interaction). (2) The miRNA is hsa-miR-5010-3p with sequence UUUUGUGUCUCCCAUUCCCCAG. The protein sequence of the target gene is METYAEVGKEGKPSCASVDLQGDSSLQVEISDAVSERDKVKFTVQTKSCLPHFAQTEFSVVRQHEEFIWLHDAYVENEEYAGLIIPPAPPRPDFEASREKLQKLGEGDSSVTREEFAKMKQELEAEYLAIFKKTVAMHEVFLQRLAAHPTLRRDHNFFVFLEYGQDLSVRGKNRKELLGGFLRNIVKSADEALITGMSGLKEVDDFFEHERTFLLEYHTRIRDACLRADRVMRAHKCLADDYIPISAALSSLGTQEVNQLRTSFLKLAELFERLRKLEGRVASDEDLKLSDMLRYYMRDS.... Result: 0 (no interaction). (3) The protein sequence of the target gene is MAFVKSGWLLRQSTILKRWKKNWFDLWSDGHLIYYDDQTRQSIEDKVHMPVDCINIRTGHECRDIQPPDGKPRDCLLQIVCRDGKTISLCAESTDDCLAWKFTLQDSRTNTAYVGSAILSEETAVAASPPPYAAYATPTPEVYGYGPYSGAYPAGTQVVYAANGQAYAVPYQYPYAGVYGQQPANQVIIRERYRDNDSDLALGMLAGAATGMALGSLFWVF. The miRNA is bta-miR-205 with sequence UCCUUCAUUCCACCGGAGUCUG. Result: 0 (no interaction). (4) The miRNA is mmu-miR-505-5p with sequence GGGAGCCAGGAAGUAUUGAUGUU. The protein sequence of the target gene is MELVRRLMPLTLLILSCLAELTMAEAEGNASCTVSLGGANMAETHKAMILQLNPSENCTWTIERPENKSIRIIFSYVQLDPDGSCESENIKVFDGTSSNGPLLGQVCSKNDYVPVFESSSSTLTFQIVTDSARIQRTVFVFYYFFSPNISIPNCGGYLDTLEGSFTSPNYPKPHPELAYCVWHIQVEKDYKIKLNFKEIFLEIDKQCKFDFLAIYDGPSTNSGLIGQVCGRVTPTFESSSNSLTVVLSTDYANSYRGFSASYTSIYAENINTTSLTCSSDRMRVIISKSYLEAFNSNGNN.... Result: 0 (no interaction). (5) The miRNA is hsa-miR-4640-3p with sequence CACCCCCUGUUUCCUGGCCCAC. The protein sequence of the target gene is MCSYYHMKKRSVSGCNITIFAVMFSHLSAGKSPCGNQANVLCISRLEFVQYQS. Result: 0 (no interaction). (6) The miRNA is rno-miR-99a-5p with sequence AACCCGUAGAUCCGAUCUUGUG. The protein sequence of the target gene is MGVEGCTKCIKYLLFVFNFVFWLAGGVILGVALWLRHDPQTTNLLYLELGDKPAPNTFYVGIYILIAVGAVMMFVGFLGCYGAIQESQCLLGTFFTCLVILFACEVAAGIWGFVNKDQIAKDVKQFYDQALQQAVVDDDANNAKAVVKTFHETLDCCGSSTLTALTTSVLKNNLCPSGSNIISNLFKEDCHQKIDDLFSGKLYLIGIAAIVVAVIMIFEMILSMVLCCGIRNSSVY. Result: 0 (no interaction).